Dataset: NCI-60 drug combinations with 297,098 pairs across 59 cell lines. Task: Regression. Given two drug SMILES strings and cell line genomic features, predict the synergy score measuring deviation from expected non-interaction effect. (1) Drug 1: C1=CN(C(=O)N=C1N)C2C(C(C(O2)CO)O)O.Cl. Drug 2: CC12CCC3C(C1CCC2OP(=O)(O)O)CCC4=C3C=CC(=C4)OC(=O)N(CCCl)CCCl.[Na+]. Cell line: T-47D. Synergy scores: CSS=3.37, Synergy_ZIP=-3.90, Synergy_Bliss=-1.44, Synergy_Loewe=-9.04, Synergy_HSA=-5.14. (2) Drug 1: C1CN1P(=S)(N2CC2)N3CC3. Drug 2: C(CCl)NC(=O)N(CCCl)N=O. Cell line: M14. Synergy scores: CSS=5.37, Synergy_ZIP=-3.52, Synergy_Bliss=-0.476, Synergy_Loewe=-9.04, Synergy_HSA=0.559. (3) Drug 1: CC1=C2C(C(=O)C3(C(CC4C(C3C(C(C2(C)C)(CC1OC(=O)C(C(C5=CC=CC=C5)NC(=O)OC(C)(C)C)O)O)OC(=O)C6=CC=CC=C6)(CO4)OC(=O)C)O)C)O. Drug 2: CC(C)CN1C=NC2=C1C3=CC=CC=C3N=C2N. Cell line: HOP-92. Synergy scores: CSS=-2.14, Synergy_ZIP=-0.881, Synergy_Bliss=-4.01, Synergy_Loewe=-7.36, Synergy_HSA=-5.48.